This data is from Peptide-MHC class II binding affinity with 134,281 pairs from IEDB. The task is: Regression. Given a peptide amino acid sequence and an MHC pseudo amino acid sequence, predict their binding affinity value. This is MHC class II binding data. (1) The peptide sequence is YDKFLANVKTVLTGK. The MHC is DRB1_0701 with pseudo-sequence DRB1_0701. The binding affinity (normalized) is 0.736. (2) The peptide sequence is FDLSGIAFGSMAKKG. The MHC is HLA-DQA10301-DQB10302 with pseudo-sequence HLA-DQA10301-DQB10302. The binding affinity (normalized) is 0.206. (3) The peptide sequence is VGAKQENWNTSIKTL. The MHC is DRB1_0701 with pseudo-sequence DRB1_0701. The binding affinity (normalized) is 0.102. (4) The peptide sequence is NMNIKLKMPLYVAGH. The MHC is DRB3_0101 with pseudo-sequence DRB3_0101. The binding affinity (normalized) is 0.0937. (5) The peptide sequence is IFYDVFFAVANGNEL. The MHC is DRB3_0101 with pseudo-sequence DRB3_0101. The binding affinity (normalized) is 0.372. (6) The peptide sequence is VAYFNMVYMPASWVM. The MHC is DRB1_0301 with pseudo-sequence DRB1_0301. The binding affinity (normalized) is 0.312. (7) The peptide sequence is ASTNDDEVLIEVNPP. The MHC is HLA-DQA10501-DQB10302 with pseudo-sequence HLA-DQA10501-DQB10302. The binding affinity (normalized) is 0.255. (8) The peptide sequence is ALSDPYLSFAAALNG. The MHC is DRB1_1101 with pseudo-sequence DRB1_1101. The binding affinity (normalized) is 0.182. (9) The peptide sequence is EIGAVALDYPSGTSG. The MHC is DRB1_0901 with pseudo-sequence DRB1_0901. The binding affinity (normalized) is 0.273.